From a dataset of Full USPTO retrosynthesis dataset with 1.9M reactions from patents (1976-2016). Predict the reactants needed to synthesize the given product. (1) Given the product [F:30][C:22]1([F:21])[CH2:23][CH2:24][CH:25]([CH2:35][NH:31][C:11]([C:10]2[C:3]3[C:4](=[N:5][CH:6]=[CH:7][C:2]=3[Cl:1])[N:8]([CH2:14][CH:15]3[CH2:19][CH2:18][CH2:17][O:16]3)[CH:9]=2)=[O:13])[CH2:26][CH2:27]1, predict the reactants needed to synthesize it. The reactants are: [Cl:1][C:2]1[CH:7]=[CH:6][N:5]=[C:4]2[N:8]([CH2:14][CH:15]3[CH2:19][CH2:18][CH2:17][O:16]3)[CH:9]=[C:10]([C:11]([OH:13])=O)[C:3]=12.Cl.[F:21][C:22]1([F:30])[CH2:27][CH2:26][CH:25](NC)[CH2:24][CH2:23]1.[N:31]1(O)[C:35]2C=CC=CC=2N=N1.Cl.CN(C)CCCN=C=NCC.C1COCC1. (2) Given the product [F:19][C:20]1[CH:27]=[CH:26][CH:25]=[C:24]([F:28])[C:21]=1[CH2:22][NH:23][C:2]1[N:7]=[CH:6][C:5]([O:8][C:9]2[CH:14]=[CH:13][CH:12]=[CH:11][C:10]=2[C:15]([F:18])([F:17])[F:16])=[CH:4][N:3]=1, predict the reactants needed to synthesize it. The reactants are: Cl[C:2]1[N:7]=[CH:6][C:5]([O:8][C:9]2[CH:14]=[CH:13][CH:12]=[CH:11][C:10]=2[C:15]([F:18])([F:17])[F:16])=[CH:4][N:3]=1.[F:19][C:20]1[CH:27]=[CH:26][CH:25]=[C:24]([F:28])[C:21]=1[CH2:22][NH2:23]. (3) Given the product [CH3:2][O:3][C:4]1[CH:5]=[CH:6][C:7]([C:10]2[N:14]([C:15]3[CH:24]=[CH:23][C:18]([O:19][CH2:20][CH2:21][NH:22][S:30]([CH3:29])(=[O:32])=[O:31])=[CH:17][CH:16]=3)[N:13]=[C:12]([C:25]([F:28])([F:26])[F:27])[CH:11]=2)=[CH:8][CH:9]=1, predict the reactants needed to synthesize it. The reactants are: Cl.[CH3:2][O:3][C:4]1[CH:9]=[CH:8][C:7]([C:10]2[N:14]([C:15]3[CH:24]=[CH:23][C:18]([O:19][CH2:20][CH2:21][NH2:22])=[CH:17][CH:16]=3)[N:13]=[C:12]([C:25]([F:28])([F:27])[F:26])[CH:11]=2)=[CH:6][CH:5]=1.[CH3:29][S:30](Cl)(=[O:32])=[O:31]. (4) The reactants are: [C:1]([NH:4][C:5]([NH2:7])=[NH:6])(=[O:3])[CH3:2].Cl[CH2:9][C:10](=O)[CH3:11]. Given the product [CH3:11][C:10]1[N:6]=[C:5]([NH:4][C:1](=[O:3])[CH3:2])[NH:7][CH:9]=1, predict the reactants needed to synthesize it. (5) Given the product [Cl:3][C:4]1[C:5]([C:14]([NH:16][CH:17]([C:28]2([OH:33])[CH2:29][CH2:30][CH2:31][CH2:32]2)[C:18]2[CH:19]=[C:20]([CH:25]=[CH:26][CH:27]=2)[C:21]([OH:23])=[O:22])=[O:15])=[N:6][CH:7]=[CH:8][C:9]=1[C:10]([F:12])([F:11])[F:13], predict the reactants needed to synthesize it. The reactants are: [OH-].[Na+].[Cl:3][C:4]1[C:5]([C:14]([NH:16][CH:17]([C:28]2([OH:33])[CH2:32][CH2:31][CH2:30][CH2:29]2)[C:18]2[CH:19]=[C:20]([CH:25]=[CH:26][CH:27]=2)[C:21]([O:23]C)=[O:22])=[O:15])=[N:6][CH:7]=[CH:8][C:9]=1[C:10]([F:13])([F:12])[F:11].Cl. (6) Given the product [NH2:29][C@@H:17]([CH2:18][CH2:19][CH2:20][NH:21][C:22](=[O:23])[O:24][C:25]([CH3:28])([CH3:27])[CH3:26])[C:16](=[O:40])[NH:15][C@@H:14]([CH2:41][CH2:42][CH2:43][NH:44][C:45]([O:47][C:48]([CH3:49])([CH3:50])[CH3:51])=[O:46])[CH2:13][C:12](=[O:52])[NH:11][CH2:10][C@@H:9]([NH:8][C:6](=[O:7])[O:5][C:1]([CH3:2])([CH3:3])[CH3:4])[CH2:53][CH2:54][CH2:55][NH:56][C:57]([O:58][C:59]([CH3:60])([CH3:61])[CH3:62])=[O:63], predict the reactants needed to synthesize it. The reactants are: [C:1]([O:5][C:6]([NH:8][C@@H:9]([CH2:53][CH2:54][CH2:55][NH:56][C:57](=[O:63])[O:58][C:59]([CH3:62])([CH3:61])[CH3:60])[CH2:10][NH:11][C:12](=[O:52])[CH2:13][C@H:14]([CH2:41][CH2:42][CH2:43][NH:44][C:45]([O:47][C:48]([CH3:51])([CH3:50])[CH3:49])=[O:46])[NH:15][C:16](=[O:40])[C@@H:17]([NH:29]C(=O)OCC1C=CC=CC=1)[CH2:18][CH2:19][CH2:20][NH:21][C:22]([O:24][C:25]([CH3:28])([CH3:27])[CH3:26])=[O:23])=[O:7])([CH3:4])([CH3:3])[CH3:2]. (7) Given the product [ClH:42].[CH2:12]1[C@@H:13]2[CH2:18][NH:17][CH2:16][C@@H:14]2[CH2:15][N:11]1[C:8]1[N:7]([CH2:26][CH:27]=[C:28]([CH3:30])[CH3:29])[C:6]2[C:5](=[O:31])[N:4]([CH2:32][C:33](=[O:40])[C:34]3[CH:35]=[CH:36][CH:37]=[CH:38][CH:39]=3)[C:3](=[O:41])[N:2]([CH3:1])[C:10]=2[N:9]=1, predict the reactants needed to synthesize it. The reactants are: [CH3:1][N:2]1[C:10]2[N:9]=[C:8]([N:11]3[CH2:15][CH:14]4[CH2:16][N:17](C(OC(C)(C)C)=O)[CH2:18][CH:13]4[CH2:12]3)[N:7]([CH2:26][CH:27]=[C:28]([CH3:30])[CH3:29])[C:6]=2[C:5](=[O:31])[N:4]([CH2:32][C:33](=[O:40])[C:34]2[CH:39]=[CH:38][CH:37]=[CH:36][CH:35]=2)[C:3]1=[O:41].[ClH:42].